From a dataset of Catalyst prediction with 721,799 reactions and 888 catalyst types from USPTO. Predict which catalyst facilitates the given reaction. (1) Reactant: [CH3:1][O:2][C:3]1[CH:8]=[CH:7][C:6]([C:9]2[S:13][C:12]3[CH:14]=[C:15]([O:18][CH3:19])[CH:16]=[CH:17][C:11]=3[CH:10]=2)=[CH:5][CH:4]=1.[CH3:20][O:21][C:22]1[CH:23]=[C:24]([CH2:32][CH2:33][C:34](Cl)=[O:35])[CH:25]=[C:26]([O:30][CH3:31])[C:27]=1[O:28][CH3:29].[Al+3].[Cl-].[Cl-].[Cl-].O. Product: [CH3:31][O:30][C:26]1[CH:25]=[C:24]([CH2:32][CH2:33][C:34]([C:10]2[C:11]3[CH:17]=[CH:16][C:15]([O:18][CH3:19])=[CH:14][C:12]=3[S:13][C:9]=2[C:6]2[CH:7]=[CH:8][C:3]([O:2][CH3:1])=[CH:4][CH:5]=2)=[O:35])[CH:23]=[C:22]([O:21][CH3:20])[C:27]=1[O:28][CH3:29]. The catalyst class is: 91. (2) Reactant: Cl[C:2]1[N:7]=[C:6]2[CH2:8][CH2:9][CH2:10][CH2:11][CH2:12][CH2:13][C:5]2=[CH:4][CH:3]=1.[NH2:14][NH2:15]. Product: [NH:14]([C:2]1[N:7]=[C:6]2[CH2:8][CH2:9][CH2:10][CH2:11][CH2:12][CH2:13][C:5]2=[CH:4][CH:3]=1)[NH2:15]. The catalyst class is: 8. (3) Reactant: [NH2:1][C:2]1[CH:7]=[CH:6][C:5]([CH2:8][CH2:9][CH2:10][C:11]([OH:13])=[O:12])=[CH:4][CH:3]=1.Cl.[C:15]([O-])(O)=O.[Na+].C([O-])([O-])=O.[Na+].[Na+]. Product: [CH3:15][O:12][C:11](=[O:13])[CH2:10][CH2:9][CH2:8][C:5]1[CH:4]=[CH:3][C:2]([NH2:1])=[CH:7][CH:6]=1. The catalyst class is: 5. (4) Reactant: [NH:1]1[CH:8]=[CH:7][C:5](=[O:6])[NH:4][C:2]1=[O:3].[F:9][C:10]([F:15])([F:14])S([O-])=O.[Na+].C(OO)(C)(C)C. Product: [F:9][C:10]([F:15])([F:14])[C:7]1[C:5](=[O:6])[NH:4][C:2](=[O:3])[NH:1][CH:8]=1. The catalyst class is: 6. (5) The catalyst class is: 96. Product: [CH:17]1([C:20]2[N:21]=[CH:22][C:23]([NH:26][C:7](=[O:15])[O:8][C:9]3[CH:14]=[CH:13][CH:12]=[CH:11][CH:10]=3)=[N:24][CH:25]=2)[CH2:19][CH2:18]1. Reactant: N1C=CC=CC=1.[C:7](Cl)(=[O:15])[O:8][C:9]1[CH:14]=[CH:13][CH:12]=[CH:11][CH:10]=1.[CH:17]1([C:20]2[N:21]=[CH:22][C:23]([NH2:26])=[N:24][CH:25]=2)[CH2:19][CH2:18]1. (6) Reactant: Cl.[NH:2]1[CH2:6][CH2:5][C@H:4]([N:7]2[C:11]3=[C:12]4[S:18][CH:17]=[CH:16][C:13]4=[N:14][CH:15]=[C:10]3[N:9]=[C:8]2[C@H:19]([OH:21])[CH3:20])[CH2:3]1.[N:22]12[CH2:25][CH2:24][CH2:23][N:22]=C1CC[CH2:25][CH2:24][CH2:23]2.C(#N)C=C. Product: [OH:21][C@@H:19]([C:8]1[N:7]([C@H:4]2[CH2:5][CH2:6][N:2]([CH2:25][CH2:24][C:23]#[N:22])[CH2:3]2)[C:11]2=[C:12]3[S:18][CH:17]=[CH:16][C:13]3=[N:14][CH:15]=[C:10]2[N:9]=1)[CH3:20]. The catalyst class is: 10. (7) Reactant: [CH2:1]([NH:5][C:6](=[O:24])[CH:7]([NH:17][C:18](=[O:23])[C:19]([F:22])([F:21])[F:20])[CH2:8][C:9](=O)[C:10]1[CH:15]=[CH:14][CH:13]=[CH:12][CH:11]=1)[CH:2]([CH3:4])[CH3:3].C(O)(=O)C. Product: [F:20][C:19]([F:22])([F:21])[C:18]([NH:17][C:7]1[C:6](=[O:24])[N:5]([CH2:1][CH:2]([CH3:4])[CH3:3])[CH:9]([C:10]2[CH:15]=[CH:14][CH:13]=[CH:12][CH:11]=2)[CH:8]=1)=[O:23]. The catalyst class is: 11. (8) Reactant: [CH2:1]([O:3][C:4]([NH:6][C:7]1[CH:8]=[CH:9][C:10]([N:14]2[CH2:23][CH2:22][C:17]3([O:21][CH2:20][CH2:19][O:18]3)[CH2:16][CH2:15]2)=[C:11]([F:13])[CH:12]=1)=[O:5])[CH3:2].C[C:25](C)([O-:27])C.[Li+].C(OC(=O)CCC)[C@@H]1OC1. Product: [O:21]1[C:17]2([CH2:16][CH2:15][N:14]([C:10]3[CH:9]=[CH:8][C:7]([N:6]4[CH2:2][C@H:1]([CH2:25][OH:27])[O:3][C:4]4=[O:5])=[CH:12][C:11]=3[F:13])[CH2:23][CH2:22]2)[O:18][CH2:19][CH2:20]1. The catalyst class is: 7.